Dataset: CYP2C9 inhibition data for predicting drug metabolism from PubChem BioAssay. Task: Regression/Classification. Given a drug SMILES string, predict its absorption, distribution, metabolism, or excretion properties. Task type varies by dataset: regression for continuous measurements (e.g., permeability, clearance, half-life) or binary classification for categorical outcomes (e.g., BBB penetration, CYP inhibition). Dataset: cyp2c9_veith. (1) The molecule is Cc1sc(NC(=O)C2CCCCC2C(=O)O)c(C(N)=O)c1-c1ccc(C(C)(C)C)cc1. The result is 1 (inhibitor). (2) The drug is CC(C)(C)c1cc2cccnc2n1Cc1cccc(F)c1. The result is 0 (non-inhibitor). (3) The compound is CS(=O)(=O)N1CCC[C@@]2(CCN(c3ncccn3)C2)C1. The result is 0 (non-inhibitor). (4) The compound is C[C@@H](CCC(=O)O)C(=O)O. The result is 0 (non-inhibitor). (5) The molecule is N#Cc1ccccc1-c1ccc2ncnc(NCCN3CCOCC3)c2c1. The result is 0 (non-inhibitor).